From a dataset of NCI-60 drug combinations with 297,098 pairs across 59 cell lines. Regression. Given two drug SMILES strings and cell line genomic features, predict the synergy score measuring deviation from expected non-interaction effect. (1) Cell line: MDA-MB-435. Drug 1: CC12CCC(CC1=CCC3C2CCC4(C3CC=C4C5=CN=CC=C5)C)O. Synergy scores: CSS=9.38, Synergy_ZIP=5.75, Synergy_Bliss=13.5, Synergy_Loewe=8.31, Synergy_HSA=8.80. Drug 2: C1CCN(CC1)CCOC2=CC=C(C=C2)C(=O)C3=C(SC4=C3C=CC(=C4)O)C5=CC=C(C=C5)O. (2) Drug 1: CN1CCC(CC1)COC2=C(C=C3C(=C2)N=CN=C3NC4=C(C=C(C=C4)Br)F)OC. Drug 2: CC1=C(C(=CC=C1)Cl)NC(=O)C2=CN=C(S2)NC3=CC(=NC(=N3)C)N4CCN(CC4)CCO. Cell line: UACC62. Synergy scores: CSS=19.5, Synergy_ZIP=-3.47, Synergy_Bliss=3.63, Synergy_Loewe=4.44, Synergy_HSA=4.72. (3) Drug 1: C1=CC(=CC=C1CC(C(=O)O)N)N(CCCl)CCCl.Cl. Drug 2: C1CN(P(=O)(OC1)NCCCl)CCCl. Cell line: SK-OV-3. Synergy scores: CSS=11.3, Synergy_ZIP=-2.06, Synergy_Bliss=3.19, Synergy_Loewe=-3.50, Synergy_HSA=1.06. (4) Drug 1: CC1CCC2CC(C(=CC=CC=CC(CC(C(=O)C(C(C(=CC(C(=O)CC(OC(=O)C3CCCCN3C(=O)C(=O)C1(O2)O)C(C)CC4CCC(C(C4)OC)OCCO)C)C)O)OC)C)C)C)OC. Drug 2: CC1C(C(CC(O1)OC2CC(OC(C2O)C)OC3=CC4=CC5=C(C(=O)C(C(C5)C(C(=O)C(C(C)O)O)OC)OC6CC(C(C(O6)C)O)OC7CC(C(C(O7)C)O)OC8CC(C(C(O8)C)O)(C)O)C(=C4C(=C3C)O)O)O)O. Cell line: PC-3. Synergy scores: CSS=56.5, Synergy_ZIP=-2.86, Synergy_Bliss=3.97, Synergy_Loewe=-4.21, Synergy_HSA=0.285.